The task is: Predict the reactants needed to synthesize the given product.. This data is from Full USPTO retrosynthesis dataset with 1.9M reactions from patents (1976-2016). (1) The reactants are: Cl[S:2]([C:5]1[CH:6]=[C:7]([CH:41]=[CH:42][CH:43]=1)[C:8]([NH:10][C:11]1[S:12][C:13]2[CH2:40][CH2:39][CH2:38][CH2:37][C:14]=2[C:15]=1[C:16]([NH:18][C:19]1[CH:24]=[CH:23][C:22]([CH2:25][CH2:26][C:27]2[CH:36]=[CH:35][C:30]([C:31]([O:33][CH3:34])=[O:32])=[CH:29][CH:28]=2)=[CH:21][CH:20]=1)=[O:17])=[O:9])(=[O:4])=[O:3].Cl.[NH2:45][C:46]1([C:49]([O:51][CH2:52][CH3:53])=[O:50])[CH2:48][CH2:47]1.C(N(CC)CC)C. Given the product [CH2:52]([O:51][C:49]([C:46]1([NH:45][S:2]([C:5]2[CH:6]=[C:7]([CH:41]=[CH:42][CH:43]=2)[C:8]([NH:10][C:11]2[S:12][C:13]3[CH2:40][CH2:39][CH2:38][CH2:37][C:14]=3[C:15]=2[C:16]([NH:18][C:19]2[CH:24]=[CH:23][C:22]([CH2:25][CH2:26][C:27]3[CH:36]=[CH:35][C:30]([C:31]([O:33][CH3:34])=[O:32])=[CH:29][CH:28]=3)=[CH:21][CH:20]=2)=[O:17])=[O:9])(=[O:4])=[O:3])[CH2:48][CH2:47]1)=[O:50])[CH3:53], predict the reactants needed to synthesize it. (2) Given the product [CH3:8][C:4]1[CH:5]=[CH:6][CH:7]=[C:2]([CH3:1])[C:3]=1[NH:9][C:10](=[O:42])[CH2:11][N:12]1[CH2:17][CH2:16][N:15]([CH2:18][CH:19]([OH:41])[CH2:20][O:21][C:22]2[CH:23]=[CH:24][C:25]3[O:29][C:28]([C:30]4[CH:31]=[CH:32][C:33]([C:62]([F:65])([F:64])[F:63])=[CH:34][CH:35]=4)=[N:27][C:26]=3[CH:40]=2)[CH2:14][CH2:13]1, predict the reactants needed to synthesize it. The reactants are: [CH3:1][C:2]1[CH:7]=[CH:6][CH:5]=[C:4]([CH3:8])[C:3]=1[NH:9][C:10](=[O:42])[CH2:11][N:12]1[CH2:17][CH2:16][N:15]([CH2:18][CH:19]([OH:41])[CH2:20][O:21][C:22]2[CH:23]=[CH:24][C:25]3[O:29][C:28]([C:30]4[CH:35]=[CH:34][CH:33]=[C:32](C(F)(F)F)[CH:31]=4)=[N:27][C:26]=3[CH:40]=2)[CH2:14][CH2:13]1.O1CC1COC1C=CC2OC(C3C=CC([C:62]([F:65])([F:64])[F:63])=CC=3)=NC=2C=1. (3) Given the product [F:12][C:13]1[CH:18]=[CH:17][C:16]([C@H:19]2[CH2:24][C:23](=[O:25])[CH2:22][CH2:21][N:20]2[C:30]([O:32][C:6]([CH3:2])([CH3:7])[CH3:11])=[O:31])=[C:15]([CH3:26])[CH:14]=1, predict the reactants needed to synthesize it. The reactants are: O[C@@H:2]([C:6]1[CH:11]=CC=C[CH:7]=1)C(O)=O.[F:12][C:13]1[CH:18]=[CH:17][C:16]([C@H:19]2[CH2:24][C:23](=[O:25])[CH2:22][CH2:21][NH:20]2)=[C:15]([CH3:26])[CH:14]=1.ClCCl.[C:30]([O-])([OH:32])=[O:31].[Na+]. (4) Given the product [C:12]([C:11]([C:5]1[C:4]2[C:8](=[CH:9][CH:10]=[C:2]([OH:1])[CH:3]=2)[N:7]([C:26]([O:25][C:22]([CH3:24])([CH3:23])[CH3:21])=[O:27])[CH:6]=1)=[CH:14][C:15]1[CH:16]=[N:17][CH:18]=[CH:19][CH:20]=1)#[N:13], predict the reactants needed to synthesize it. The reactants are: [OH:1][C:2]1[CH:3]=[C:4]2[C:8](=[CH:9][CH:10]=1)[NH:7][CH:6]=[C:5]2/[C:11](=[CH:14]/[C:15]1[CH:16]=[N:17][CH:18]=[CH:19][CH:20]=1)/[C:12]#[N:13].[CH3:21][C:22]([O:25][C:26](O[C:26]([O:25][C:22]([CH3:24])([CH3:23])[CH3:21])=[O:27])=[O:27])([CH3:24])[CH3:23]. (5) The reactants are: C[O:2][C:3](=[O:34])[CH2:4][CH2:5][CH2:6][CH2:7][CH2:8][NH:9][C:10]1[C:11]2[C:18]([C:19]3[CH:24]=[CH:23][C:22]([O:25][CH3:26])=[CH:21][CH:20]=3)=[C:17]([C:27]3[CH:32]=[CH:31][CH:30]=[CH:29][C:28]=3[CH3:33])[O:16][C:12]=2[N:13]=[CH:14][N:15]=1.[OH-].[Na+].Cl.C(OC)(=O)C. Given the product [CH3:26][O:25][C:22]1[CH:23]=[CH:24][C:19]([C:18]2[C:11]3[C:10]([NH:9][CH2:8][CH2:7][CH2:6][CH2:5][CH2:4][C:3]([OH:34])=[O:2])=[N:15][CH:14]=[N:13][C:12]=3[O:16][C:17]=2[C:27]2[CH:32]=[CH:31][CH:30]=[CH:29][C:28]=2[CH3:33])=[CH:20][CH:21]=1, predict the reactants needed to synthesize it. (6) The reactants are: [Cl:1][C:2]1[N:7]=[C:6]([C:8]([O:10][CH3:11])=[O:9])[CH:5]=[CH:4][C:3]=1[CH:12]=[O:13].C1N2CCN(CC2)C1.[C:22](#[N:25])[CH:23]=[CH2:24]. Given the product [Cl:1][C:2]1[N:7]=[C:6]([C:8]([O:10][CH3:11])=[O:9])[CH:5]=[CH:4][C:3]=1[CH:12]([OH:13])[C:23]([C:22]#[N:25])=[CH2:24], predict the reactants needed to synthesize it. (7) Given the product [Si:34]([O:33][CH2:51][CH2:52][C@@H:53]([OH:54])[C@H:22]([C:16]1[CH:15]=[C:14]([F:13])[C:19]([F:20])=[C:18]([F:21])[CH:17]=1)[C:23]([O:25][CH2:26][C:27]1[CH:32]=[CH:31][CH:30]=[CH:29][CH:28]=1)=[O:24])([C:47]([CH3:49])([CH3:50])[CH3:48])([C:41]1[CH:42]=[CH:43][CH:44]=[CH:45][CH:46]=1)[C:35]1[CH:36]=[CH:37][CH:38]=[CH:39][CH:40]=1.[Si:34]([O:33][CH2:51][CH2:52][C@H:53]([OH:54])[C@H:22]([C:16]1[CH:15]=[C:14]([F:13])[C:19]([F:20])=[C:18]([F:21])[CH:17]=1)[C:23]([O:25][CH2:26][C:27]1[CH:32]=[CH:31][CH:30]=[CH:29][CH:28]=1)=[O:24])([C:47]([CH3:49])([CH3:50])[CH3:48])([C:41]1[CH:42]=[CH:43][CH:44]=[CH:45][CH:46]=1)[C:35]1[CH:36]=[CH:37][CH:38]=[CH:39][CH:40]=1, predict the reactants needed to synthesize it. The reactants are: C([Li])CCC.C(NC(C)C)(C)C.[F:13][C:14]1[CH:15]=[C:16]([CH2:22][C:23]([O:25][CH2:26][C:27]2[CH:32]=[CH:31][CH:30]=[CH:29][CH:28]=2)=[O:24])[CH:17]=[C:18]([F:21])[C:19]=1[F:20].[O:33]([CH2:51][CH2:52][CH2:53][OH:54])[Si:34]([C:47]([CH3:50])([CH3:49])[CH3:48])([C:41]1[CH:46]=[CH:45][CH:44]=[CH:43][CH:42]=1)[C:35]1[CH:40]=[CH:39][CH:38]=[CH:37][CH:36]=1.[Cl-].[NH4+]. (8) Given the product [ClH:25].[NH2:18][C:17]([CH2:16][CH2:15][C:12]1[CH:11]=[CH:10][C:9]([O:8][CH2:7][CH2:6][CH2:5][CH2:4]/[CH:3]=[CH:2]/[I:1])=[CH:14][CH:13]=1)([CH2:23][OH:24])[CH2:21][OH:20], predict the reactants needed to synthesize it. The reactants are: [I:1]/[CH:2]=[CH:3]/[CH2:4][CH2:5][CH2:6][CH2:7][O:8][C:9]1[CH:14]=[CH:13][C:12]([CH2:15][CH2:16][C:17]2([CH2:23][OH:24])[CH2:21][O:20]C(C)=[N:18]2)=[CH:11][CH:10]=1.[ClH:25].